Dataset: Full USPTO retrosynthesis dataset with 1.9M reactions from patents (1976-2016). Task: Predict the reactants needed to synthesize the given product. Given the product [CH2:1]([N:8]1[CH2:13][CH2:12][C@H:11]([O:14][CH3:19])[C@H:10]([CH3:15])[CH2:9]1)[C:2]1[CH:3]=[CH:4][CH:5]=[CH:6][CH:7]=1, predict the reactants needed to synthesize it. The reactants are: [CH2:1]([N:8]1[CH2:13][CH2:12][C@H:11]([OH:14])[C@H:10]([CH3:15])[CH2:9]1)[C:2]1[CH:7]=[CH:6][CH:5]=[CH:4][CH:3]=1.[H-].[Na+].I[CH3:19].